From a dataset of Cav3 T-type calcium channel HTS with 100,875 compounds. Binary Classification. Given a drug SMILES string, predict its activity (active/inactive) in a high-throughput screening assay against a specified biological target. (1) The drug is s1c(CC(NC(=O)C2N(CC3(ON=C(C3)c3cc(NC(=O)C4NC(=O)CC4)ccc3)C2)C(=O)c2ccccc2)C(=O)N)cc2c1cccc2. The result is 0 (inactive). (2) The drug is Clc1ccc(Sc2nc(nc(CS(=O)(=O)c3ccccc3)c2)C)cc1. The result is 0 (inactive). (3) The molecule is o1c(Nc2ccc(cc2)C)c(cc2c1cc(=O)cc2)C(=O)N. The result is 0 (inactive). (4) The compound is s1c2ncnc(n3ncc(c3N)C(OCC)=O)c2c(c1C)C. The result is 0 (inactive).